This data is from Reaction yield outcomes from USPTO patents with 853,638 reactions. The task is: Predict the reaction yield, written as a fraction of the theoretical maximum amount of product (1.0 means a 100% yield; for example, 0.34 means a 34% yield). (1) The reactants are [Br:1][C:2]1[CH:3]=[C:4]([CH:8]=[CH:9][C:10]=1[CH3:11])[C:5]([NH2:7])=O.COC1C=CC(P2(SP(C3C=CC(OC)=CC=3)(=S)S2)=[S:21])=CC=1. The catalyst is C(Cl)Cl. The product is [Br:1][C:2]1[CH:3]=[C:4]([CH:8]=[CH:9][C:10]=1[CH3:11])[C:5]([NH2:7])=[S:21]. The yield is 0.790. (2) The reactants are [CH:1]1([NH2:7])[CH2:6][CH2:5][CH2:4][CH2:3][CH2:2]1.C([O:10][C:11]([C:13]1[C:14](=[O:26])[N:15]([CH3:25])[C:16]2[C:21]([C:22]=1[OH:23])=[CH:20][C:19]([CH3:24])=[CH:18][CH:17]=2)=O)C. The catalyst is C1(C)C=CC=CC=1.O. The product is [CH:1]1([NH:7][C:11]([C:13]2[C:14](=[O:26])[N:15]([CH3:25])[C:16]3[C:21]([C:22]=2[OH:23])=[CH:20][C:19]([CH3:24])=[CH:18][CH:17]=3)=[O:10])[CH2:6][CH2:5][CH2:4][CH2:3][CH2:2]1. The yield is 0.970. (3) The reactants are [CH2:1]([N:8]1[CH2:13][CH2:12][CH:11]([NH:14][CH2:15][C:16]2[N:17]=[CH:18][NH:19][CH:20]=2)[CH2:10][CH2:9]1)[C:2]1[CH:7]=[CH:6][CH:5]=[CH:4][CH:3]=1.[C:21](O[C:21]([O:23][C:24]([CH3:27])([CH3:26])[CH3:25])=[O:22])([O:23][C:24]([CH3:27])([CH3:26])[CH3:25])=[O:22].O.NN. The catalyst is C(O)C. The product is [CH2:1]([N:8]1[CH2:13][CH2:12][CH:11]([N:14]([CH2:15][C:16]2[N:17]=[CH:18][NH:19][CH:20]=2)[C:21](=[O:22])[O:23][C:24]([CH3:27])([CH3:26])[CH3:25])[CH2:10][CH2:9]1)[C:2]1[CH:3]=[CH:4][CH:5]=[CH:6][CH:7]=1. The yield is 0.420. (4) The reactants are [Cl:1][C:2]1[C:10]([F:11])=[CH:9][CH:8]=[C:7]2[C:3]=1[CH:4]([OH:22])[N:5]([C:13]([CH3:21])([C:15]1[CH:20]=[CH:19][CH:18]=[CH:17][CH:16]=1)[CH3:14])[C:6]2=[O:12].CN(CCN(C)C)C.[I:31]I. The catalyst is C1COCC1. The product is [OH:22][CH:4]1[C:3]2[C:7](=[C:8]([I:31])[CH:9]=[C:10]([F:11])[C:2]=2[Cl:1])[C:6](=[O:12])[N:5]1[C:13]([CH3:14])([C:15]1[CH:16]=[CH:17][CH:18]=[CH:19][CH:20]=1)[CH3:21]. The yield is 0.500. (5) The reactants are [Br:1]N1C(=O)CCC1=O.[CH3:9][O:10][C:11]1[CH:16]=[CH:15][CH:14]=[C:13]([N+:17]([O-:19])=[O:18])[C:12]=1[CH3:20].O. The catalyst is C(Cl)(Cl)(Cl)Cl.C(OOC(=O)C1C=CC=CC=1)(=O)C1C=CC=CC=1. The product is [Br:1][CH2:20][C:12]1[C:13]([N+:17]([O-:19])=[O:18])=[CH:14][CH:15]=[CH:16][C:11]=1[O:10][CH3:9]. The yield is 0.860. (6) The product is [CH:1]1([NH:4][C:5](=[O:24])[C:6]2[CH:11]=[CH:10][C:9]([C:12]3[N:16]4[CH:17]=[C:18]([C:45]5[CH:46]=[CH:47][C:42]([F:41])=[CH:43][CH:44]=5)[N:19]=[C:20]([NH:29][CH2:28][CH2:27][C:26]([F:31])([F:30])[F:25])[C:15]4=[N:14][CH:13]=3)=[CH:8][C:7]=2[CH3:23])[CH2:3][CH2:2]1. The reactants are [CH:1]1([NH:4][C:5](=[O:24])[C:6]2[CH:11]=[CH:10][C:9]([C:12]3[N:16]4[CH:17]=[C:18](Br)[N:19]=[C:20](Br)[C:15]4=[N:14][CH:13]=3)=[CH:8][C:7]=2[CH3:23])[CH2:3][CH2:2]1.[F:25][C:26]([F:31])([F:30])[CH2:27][CH2:28][NH2:29].CCN(C(C)C)C(C)C.[F:41][C:42]1[CH:47]=[CH:46][C:45](B(O)O)=[CH:44][CH:43]=1.C(=O)([O-])[O-].[K+].[K+]. The catalyst is C1C=CC(P(C2C=CC=CC=2)[C-]2C=CC=C2)=CC=1.C1C=CC(P(C2C=CC=CC=2)[C-]2C=CC=C2)=CC=1.Cl[Pd]Cl.[Fe+2]. The yield is 0.150. (7) The reactants are C(OC([NH:11][C:12]1[CH:25]=[CH:24][C:15]([CH2:16][N:17]2[CH2:20][CH:19]([C:21]([OH:23])=[O:22])[CH2:18]2)=[CH:14][CH:13]=1)=O)C1C=CC=CC=1. The catalyst is C(O)C.[Pd]. The product is [NH2:11][C:12]1[CH:13]=[CH:14][C:15]([CH2:16][N:17]2[CH2:18][CH:19]([C:21]([OH:23])=[O:22])[CH2:20]2)=[CH:24][CH:25]=1. The yield is 0.630.